The task is: Predict which catalyst facilitates the given reaction.. This data is from Catalyst prediction with 721,799 reactions and 888 catalyst types from USPTO. (1) Reactant: Cl[C:2]1[C:11]2[C:6](=[CH:7][CH:8]=[C:9]([F:12])[CH:10]=2)[N:5]=[C:4]([C:13]2[CH:18]=[CH:17][CH:16]=[CH:15][C:14]=2[OH:19])[N:3]=1.C(O)(=O)C(O)=O.[OH:26][C@H:27]([CH2:36][CH:37]([CH3:39])[CH3:38])[C:28]([N:30]1[CH2:35][CH2:34][NH:33][CH2:32][CH2:31]1)=[O:29]. Product: [F:12][C:9]1[CH:10]=[C:11]2[C:6](=[CH:7][CH:8]=1)[N:5]=[C:4]([C:13]1[CH:18]=[CH:17][CH:16]=[CH:15][C:14]=1[OH:19])[N:3]=[C:2]2[N:33]1[CH2:32][CH2:31][N:30]([C:28](=[O:29])[C@H:27]([OH:26])[CH2:36][CH:37]([CH3:38])[CH3:39])[CH2:35][CH2:34]1. The catalyst class is: 2. (2) Reactant: [CH3:1][C@H:2]([OH:6])[CH2:3][CH2:4][CH3:5].C(N(CC)CC)C.[CH3:14][S:15](Cl)(=[O:17])=[O:16].[Cl-].[Na+].C(=O)([O-])O.[Na+]. Product: [CH3:14][S:15]([O:6][C@H:2]([CH2:3][CH2:4][CH3:5])[CH3:1])(=[O:17])=[O:16]. The catalyst class is: 69.